Task: Predict the product of the given reaction.. Dataset: Forward reaction prediction with 1.9M reactions from USPTO patents (1976-2016) (1) Given the reactants Br[CH2:2][C:3]([C:5]1[CH:10]=[CH:9][CH:8]=[CH:7][C:6]=1[O:11][CH3:12])=[O:4].[CH3:13][N:14]1[C:22]2[N:21]=[C:20]([Cl:23])[N:19]([CH2:24][CH:25]=[C:26]([CH3:28])[CH3:27])[C:18]=2[C:17](=[O:29])[NH:16][C:15]1=[O:30].C(=O)([O-])[O-].[K+].[K+], predict the reaction product. The product is: [CH3:12][O:11][C:6]1[CH:7]=[CH:8][CH:9]=[CH:10][C:5]=1[C:3](=[O:4])[CH2:2][N:16]1[C:17](=[O:29])[C:18]2[N:19]([CH2:24][CH:25]=[C:26]([CH3:27])[CH3:28])[C:20]([Cl:23])=[N:21][C:22]=2[N:14]([CH3:13])[C:15]1=[O:30]. (2) Given the reactants [C:1]([O:5][C:6]([NH:8][C@H:9]([C:19]([OH:21])=O)[C@@H:10]([CH3:18])[C:11]1[CH:16]=[CH:15][C:14]([F:17])=[CH:13][CH:12]=1)=[O:7])([CH3:4])([CH3:3])[CH3:2].C(Cl)CCl.C1C=CC2N(O)N=NC=2C=1.Cl.[F:37][C@H:38]1[CH2:42][CH2:41][NH:40][CH2:39]1.CCN(C(C)C)C(C)C, predict the reaction product. The product is: [O:5]([C:6]([NH:8][C@@H:9]([C@H:10]([C:11]1[CH:12]=[CH:13][C:14]([F:17])=[CH:15][CH:16]=1)[CH3:18])[C:19]([N:40]1[CH2:41][CH2:42][C@H:38]([F:37])[CH2:39]1)=[O:21])=[O:7])[C:1]([CH3:2])([CH3:3])[CH3:4]. (3) Given the reactants [CH3:1][C:2]([N:5]1[CH:9]=[C:8]([C:10]2[CH:19]=[C:18]3[C:13]([CH:14]=[CH:15][CH:16]=[N:17]3)=[C:12]([NH:20][CH2:21][C@:22]3([F:35])[CH2:27][CH2:26][CH2:25][N:24](C(OC(C)(C)C)=O)[CH2:23]3)[N:11]=2)[CH:7]=[N:6]1)([CH3:4])[CH3:3].C(O)(C(F)(F)F)=O, predict the reaction product. The product is: [CH3:4][C:2]([N:5]1[CH:9]=[C:8]([C:10]2[N:11]=[C:12]([NH:20][CH2:21][C@:22]3([F:35])[CH2:27][CH2:26][CH2:25][NH:24][CH2:23]3)[C:13]3[CH:14]=[CH:15][CH:16]=[N:17][C:18]=3[CH:19]=2)[CH:7]=[N:6]1)([CH3:1])[CH3:3]. (4) The product is: [CH3:1][O:2][C:3]([C:5]1[S:6][C:7]([C:30]#[C:31][C:32]([CH3:35])([CH3:34])[CH3:33])=[CH:8][C:9]=1[N:10]([C:11]([CH:13]1[CH2:18][CH2:17][C:16]([CH3:19])=[CH:15][CH2:14]1)=[O:12])[CH:20]1[CH2:21][CH2:22][C:23](=[O:24])[CH2:28][CH2:29]1)=[O:4]. Given the reactants [CH3:1][O:2][C:3]([C:5]1[S:6][C:7]([C:30]#[C:31][C:32]([CH3:35])([CH3:34])[CH3:33])=[CH:8][C:9]=1[N:10]([CH:20]1[CH2:29][CH2:28][C:23]2(OCC[O:24]2)[CH2:22][CH2:21]1)[C:11]([CH:13]1[CH2:18][CH2:17][C:16]([CH3:19])=[CH:15][CH2:14]1)=[O:12])=[O:4].Cl.CO, predict the reaction product. (5) Given the reactants Br[CH2:2][CH2:3][C:4]1[C:12]2[C:7](=[CH:8][CH:9]=[C:10]([C:13]#[N:14])[CH:11]=2)[NH:6][C:5]=1[Si:15]([CH2:20][CH3:21])([CH2:18][CH3:19])[CH2:16][CH3:17].[N-:22]=[N+:23]=[N-:24].[Na+], predict the reaction product. The product is: [N:22]([CH2:2][CH2:3][C:4]1[C:12]2[C:7](=[CH:8][CH:9]=[C:10]([C:13]#[N:14])[CH:11]=2)[NH:6][C:5]=1[Si:15]([CH2:20][CH3:21])([CH2:18][CH3:19])[CH2:16][CH3:17])=[N+:23]=[N-:24].